Dataset: Catalyst prediction with 721,799 reactions and 888 catalyst types from USPTO. Task: Predict which catalyst facilitates the given reaction. (1) Reactant: [CH3:1][O:2][C:3]1[CH:8]=[CH:7][CH:6]=[CH:5][C:4]=1[C:9]1[CH2:14][CH2:13][N:12]([C:15]([O:17][C:18]([CH3:21])([CH3:20])[CH3:19])=[O:16])[CH2:11][CH:10]=1. Product: [CH3:1][O:2][C:3]1[CH:8]=[CH:7][CH:6]=[CH:5][C:4]=1[CH:9]1[CH2:10][CH2:11][N:12]([C:15]([O:17][C:18]([CH3:21])([CH3:20])[CH3:19])=[O:16])[CH2:13][CH2:14]1. The catalyst class is: 43. (2) Reactant: [F:1][C:2]1[CH:20]=[CH:19][C:5]2[NH:6][C:7](=[O:18])[C:8]3[C:13]4[CH2:14][CH2:15][CH2:16][CH2:17][C:12]=4[S:11][C:9]=3[S:10][C:4]=2[CH:3]=1.ClC1C(=O)C(C#N)=C(C#N)C(=O)C=1Cl. Product: [F:1][C:2]1[CH:20]=[CH:19][C:5]2[NH:6][C:7](=[O:18])[C:8]3[C:13]4[CH:14]=[CH:15][CH:16]=[CH:17][C:12]=4[S:11][C:9]=3[S:10][C:4]=2[CH:3]=1. The catalyst class is: 48. (3) The catalyst class is: 4. Reactant: C(OC([N:8]1[CH2:13][CH2:12][CH:11]([O:14][C:15]2[CH:20]=[CH:19][C:18]([F:21])=[CH:17][CH:16]=2)[CH2:10][CH2:9]1)=O)(C)(C)C.FC(F)(F)C(O)=O.C([O-])(O)=O.[Na+]. Product: [F:21][C:18]1[CH:19]=[CH:20][C:15]([O:14][CH:11]2[CH2:10][CH2:9][NH:8][CH2:13][CH2:12]2)=[CH:16][CH:17]=1. (4) Reactant: [F:1][C:2]([F:15])([F:14])[S:3]([O:6]S(C(F)(F)F)(=O)=O)(=[O:5])=[O:4].O[C:17]1[CH:22]=[CH:21][C:20]([CH2:23][CH:24]([C:31]2[CH:36]=[CH:35][CH:34]=[CH:33][CH:32]=2)[CH2:25][C:26]([O:28][CH2:29][CH3:30])=[O:27])=[CH:19][CH:18]=1.N1C(C)=CC=CC=1C. Product: [C:31]1([CH:24]([CH2:23][C:20]2[CH:21]=[CH:22][C:17]([O:6][S:3]([C:2]([F:15])([F:14])[F:1])(=[O:5])=[O:4])=[CH:18][CH:19]=2)[CH2:25][C:26]([O:28][CH2:29][CH3:30])=[O:27])[CH:32]=[CH:33][CH:34]=[CH:35][CH:36]=1. The catalyst class is: 158. (5) Reactant: [Cl:1][C:2]1[C:7]([CH3:8])=[CH:6][C:5]([C@H:9]([NH:13][S@@](C(C)(C)C)=O)[CH:10]([CH3:12])[CH3:11])=[CH:4][C:3]=1[CH3:20].Cl. Product: [ClH:1].[Cl:1][C:2]1[C:7]([CH3:8])=[CH:6][C:5]([C@H:9]([NH2:13])[CH:10]([CH3:11])[CH3:12])=[CH:4][C:3]=1[CH3:20]. The catalyst class is: 5. (6) Reactant: [CH:1]1([C:4]2[N:5]=[C:6]3[CH:11]=[CH:10][C:9](I)=[CH:8][N:7]3[C:13]=2[CH3:14])[CH2:3][CH2:2]1.C([Li])CCC.C([O:23][B:24](OC(C)C)[O:25]C(C)C)(C)C.[OH-].[Na+]. Product: [CH:1]1([C:4]2[N:5]=[C:6]3[CH:11]=[CH:10][C:9]([B:24]([OH:25])[OH:23])=[CH:8][N:7]3[C:13]=2[CH3:14])[CH2:3][CH2:2]1. The catalyst class is: 1. (7) Reactant: C(OC([N:8]1[C:16]2[C:11](=[C:12]([C:18]#[C:19][C:20]([C:22]3[N:23](C(OC(C)(C)C)=O)[CH:24]=[CH:25][CH:26]=3)=O)[C:13]([F:17])=[CH:14][CH:15]=2)[CH:10]=[C:9]1[O:34]C(OC(C)(C)C)=O)=O)(C)(C)C.[OH:42][CH:43]1[CH2:48][CH2:47][NH:46][CH2:45][CH2:44]1.[H-].[Na+]. Product: [F:17][C:13]1[C:12]2[C:11]3[C:16](=[CH:15][CH:14]=1)[NH:8][C:9](=[O:34])[C:10]=3[C:20]([C:22]1[NH:23][CH:24]=[CH:25][CH:26]=1)=[CH:19][C:18]=2[N:46]1[CH2:47][CH2:48][CH:43]([OH:42])[CH2:44][CH2:45]1. The catalyst class is: 248.